From a dataset of Aqueous solubility values for 9,982 compounds from the AqSolDB database. Regression/Classification. Given a drug SMILES string, predict its absorption, distribution, metabolism, or excretion properties. Task type varies by dataset: regression for continuous measurements (e.g., permeability, clearance, half-life) or binary classification for categorical outcomes (e.g., BBB penetration, CYP inhibition). For this dataset (solubility_aqsoldb), we predict Y. (1) The compound is CC/C=C(\C)C1(CC)C(=O)NC(=O)NC1=O. The Y is -2.31 log mol/L. (2) The compound is CCCOC(=O)c1ccc(O)c(Cl)c1. The Y is -3.38 log mol/L. (3) The drug is Cc1ccccc1OP(Oc1ccccc1C)Oc1ccccc1C. The Y is -7.78 log mol/L. (4) The drug is C1COCCN1.NS(=O)(=O)O. The Y is 0.728 log mol/L. (5) The compound is COCCCl. The Y is -0.0725 log mol/L.